This data is from NCI-60 drug combinations with 297,098 pairs across 59 cell lines. The task is: Regression. Given two drug SMILES strings and cell line genomic features, predict the synergy score measuring deviation from expected non-interaction effect. (1) Drug 1: CC1=C(N=C(N=C1N)C(CC(=O)N)NCC(C(=O)N)N)C(=O)NC(C(C2=CN=CN2)OC3C(C(C(C(O3)CO)O)O)OC4C(C(C(C(O4)CO)O)OC(=O)N)O)C(=O)NC(C)C(C(C)C(=O)NC(C(C)O)C(=O)NCCC5=NC(=CS5)C6=NC(=CS6)C(=O)NCCC[S+](C)C)O. Drug 2: N.N.Cl[Pt+2]Cl. Cell line: A498. Synergy scores: CSS=33.3, Synergy_ZIP=-8.73, Synergy_Bliss=0.0406, Synergy_Loewe=-8.87, Synergy_HSA=1.72. (2) Drug 1: CC12CCC(CC1=CCC3C2CCC4(C3CC=C4C5=CN=CC=C5)C)O. Drug 2: C1CC(=O)NC(=O)C1N2CC3=C(C2=O)C=CC=C3N. Cell line: SK-OV-3. Synergy scores: CSS=-2.97, Synergy_ZIP=-1.66, Synergy_Bliss=-4.91, Synergy_Loewe=-5.15, Synergy_HSA=-4.97. (3) Cell line: SF-295. Drug 1: CCCS(=O)(=O)NC1=C(C(=C(C=C1)F)C(=O)C2=CNC3=C2C=C(C=N3)C4=CC=C(C=C4)Cl)F. Synergy scores: CSS=-1.06, Synergy_ZIP=0.965, Synergy_Bliss=0.889, Synergy_Loewe=-3.70, Synergy_HSA=-1.94. Drug 2: CC1=CC2C(CCC3(C2CCC3(C(=O)C)OC(=O)C)C)C4(C1=CC(=O)CC4)C. (4) Drug 1: CC1=C(C=C(C=C1)C(=O)NC2=CC(=CC(=C2)C(F)(F)F)N3C=C(N=C3)C)NC4=NC=CC(=N4)C5=CN=CC=C5. Drug 2: C1CC(=O)NC(=O)C1N2C(=O)C3=CC=CC=C3C2=O. Cell line: EKVX. Synergy scores: CSS=-0.739, Synergy_ZIP=-0.0701, Synergy_Bliss=-1.96, Synergy_Loewe=-4.63, Synergy_HSA=-3.15. (5) Drug 1: C1CCN(CC1)CCOC2=CC=C(C=C2)C(=O)C3=C(SC4=C3C=CC(=C4)O)C5=CC=C(C=C5)O. Drug 2: C1CC(=O)NC(=O)C1N2C(=O)C3=CC=CC=C3C2=O. Cell line: MOLT-4. Synergy scores: CSS=7.41, Synergy_ZIP=4.84, Synergy_Bliss=3.24, Synergy_Loewe=2.02, Synergy_HSA=2.16. (6) Drug 1: CC=C1C(=O)NC(C(=O)OC2CC(=O)NC(C(=O)NC(CSSCCC=C2)C(=O)N1)C(C)C)C(C)C. Drug 2: C1=NC(=NC(=O)N1C2C(C(C(O2)CO)O)O)N. Cell line: MCF7. Synergy scores: CSS=35.7, Synergy_ZIP=-1.24, Synergy_Bliss=-4.28, Synergy_Loewe=-2.45, Synergy_HSA=-1.30.